The task is: Predict which catalyst facilitates the given reaction.. This data is from Catalyst prediction with 721,799 reactions and 888 catalyst types from USPTO. (1) Reactant: FC(F)(F)C([O:5][C:6](=[O:11])[C:7]([F:10])([F:9])[F:8])=O.[F:14][C:15]([F:20])([F:19])[C:16]([O-:18])=[O:17].[K+].FC(F)(F)C(OO)=O. Product: [F:14][C:15]([F:20])([F:19])[C:16]([O:18][O:5][C:6](=[O:11])[C:7]([F:8])([F:9])[F:10])=[O:17]. The catalyst class is: 55. (2) Reactant: [CH:1]1[C:13]2[NH:12][C:11]3[C:6](=[CH:7][CH:8]=[CH:9][CH:10]=3)[C:5]=2[CH:4]=[C:3]([C:14]([O:16]CC)=[O:15])[N:2]=1.[OH-].[Na+].C(O)C. Product: [CH:1]1[C:13]2[NH:12][C:11]3[C:6](=[CH:7][CH:8]=[CH:9][CH:10]=3)[C:5]=2[CH:4]=[C:3]([C:14]([OH:16])=[O:15])[N:2]=1. The catalyst class is: 6. (3) Reactant: [ClH:1].Cl.[NH2:3][CH2:4][C:5]([NH:7][CH:8]([C:15]1[CH:16]=[N:17][CH:18]=[CH:19][CH:20]=1)[CH2:9][C:10]([O:12][CH2:13][CH3:14])=[O:11])=[O:6]. Product: [ClH:1].[ClH:1].[NH2:3][CH2:4][C:5]([NH:7][CH:8]([C:15]1[CH:16]=[N:17][CH:18]=[CH:19][CH:20]=1)[CH2:9][C:10]([O:12][CH2:13][CH3:14])=[O:11])=[O:6].[ClH:1].[ClH:1].[NH2:7][CH:8]([C:15]1[CH:16]=[N:17][CH:18]=[CH:19][CH:20]=1)[CH2:9][C:10]([OH:12])=[O:11]. The catalyst class is: 14. (4) Reactant: [C:1]([C:3]1[CH:4]=[C:5]([S:10](Cl)(=[O:12])=[O:11])[CH:6]=[CH:7][C:8]=1[F:9])#[N:2].[NH3:14]. Product: [C:1]([C:3]1[CH:4]=[C:5]([S:10]([NH2:14])(=[O:12])=[O:11])[CH:6]=[CH:7][C:8]=1[F:9])#[N:2]. The catalyst class is: 169.